The task is: Predict the reactants needed to synthesize the given product.. This data is from Full USPTO retrosynthesis dataset with 1.9M reactions from patents (1976-2016). (1) Given the product [CH2:14]([O:13][C:10]1[CH2:11][CH2:12][C:7]2[C:5]([C:4]([O:3][CH2:1][CH3:2])=[O:17])=[N:20][N:19]([CH3:18])[C:8]=2[CH:9]=1)[CH3:15], predict the reactants needed to synthesize it. The reactants are: [CH2:1]([O:3][C:4](=[O:17])[C:5]([CH:7]1[CH2:12][CH2:11][C:10]([O:13][CH2:14][CH3:15])=[CH:9][C:8]1=O)=O)[CH3:2].[CH3:18][NH:19][NH2:20]. (2) Given the product [CH2:17]([O:19][C:20](=[O:30])[CH:21]=[CH:22][C:23]1[CH:28]=[CH:27][CH:26]=[C:25]([NH:29][C:14]([C:12]2[O:13][C:9]([C:4]3[CH:5]=[C:6]([Cl:8])[CH:7]=[C:2]([Cl:1])[CH:3]=3)=[CH:10][CH:11]=2)=[O:16])[CH:24]=1)[CH3:18], predict the reactants needed to synthesize it. The reactants are: [Cl:1][C:2]1[CH:3]=[C:4]([C:9]2[O:13][C:12]([C:14]([OH:16])=O)=[CH:11][CH:10]=2)[CH:5]=[C:6]([Cl:8])[CH:7]=1.[CH2:17]([O:19][C:20](=[O:30])[CH:21]=[CH:22][C:23]1[CH:28]=[CH:27][CH:26]=[C:25]([NH2:29])[CH:24]=1)[CH3:18]. (3) Given the product [C:27]([C@@H:13]1[CH2:12][CH2:11][N:10]([C:20]([O:22][C:23]([CH3:26])([CH3:25])[CH3:24])=[O:21])[C@@H:9]([C:4]2[CH:5]=[CH:6][C:7]([F:8])=[C:2]([F:1])[CH:3]=2)[CH2:14]1)#[N:28], predict the reactants needed to synthesize it. The reactants are: [F:1][C:2]1[CH:3]=[C:4]([C@H:9]2[CH2:14][C@@H:13](OS(C)(=O)=O)[CH2:12][CH2:11][N:10]2[C:20]([O:22][C:23]([CH3:26])([CH3:25])[CH3:24])=[O:21])[CH:5]=[CH:6][C:7]=1[F:8].[C-:27]#[N:28].[K+]. (4) Given the product [CH:18]([C:16]1[N:17]=[C:13]([C:11]2[CH:2]=[C:1]([OH:3])[C:4]3[C:9](=[C:8]([CH3:21])[C:7]([O:22][CH3:23])=[CH:6][CH:5]=3)[N:10]=2)[S:14][CH:15]=1)([CH3:20])[CH3:19], predict the reactants needed to synthesize it. The reactants are: [C:1]([C:4]1[C:9]([NH:10][C:11]([C:13]2[S:14][CH:15]=[C:16]([CH:18]([CH3:20])[CH3:19])[N:17]=2)=O)=[C:8]([CH3:21])[C:7]([O:22][CH3:23])=[CH:6][CH:5]=1)(=[O:3])[CH3:2].C(C1N=C(C2C=C(O)C3C(=CC(OC)=CC=3)N=2)SC=1)(C)C. (5) Given the product [CH3:1][C:2]1[NH:7][C:6]([CH3:8])=[C:5]([C:9]([O:11][C:12]([CH2:15][N:16]([CH2:18][CH2:19][CH:20]([C:21]2[CH:22]=[CH:23][CH:24]=[CH:25][CH:26]=2)[C:27]2[CH:28]=[CH:29][CH:30]=[CH:31][CH:32]=2)[CH3:17])([CH3:13])[CH3:14])=[O:10])[CH:4]([C:33]2[CH:34]=[CH:35][CH:36]=[C:37]([N+:39]([O-:41])=[O:40])[CH:38]=2)[C:3]=1[C:42]([O:44][CH3:45])=[O:43], predict the reactants needed to synthesize it. The reactants are: [CH3:1][C:2]1[NH:7][C:6]([CH3:8])=[C:5]([C:9]([O:11][C:12]([CH2:15][N:16]([CH2:18][CH2:19][CH:20]([C:27]2[CH:28]=[CH:29][CH:30]=[CH:31][CH:32]=2)[C:21]2[CH:22]=[CH:23][CH:24]=[CH:25][CH:26]=2)[CH3:17])([CH3:14])[CH3:13])=[O:10])[CH:4]([C:33]2[CH:34]=[CH:35][CH:36]=[C:37]([N+:39]([O-:41])=[O:40])[CH:38]=2)[C:3]=1[C:42]([O:44][CH3:45])=[O:43].Cl.C(O)C.C([O-])(=O)CCCCCCCCCCCCCCCCC.[Mg+2].C([O-])(=O)CCCCCCCCCCCCCCCCC. (6) Given the product [CH:36]1([O:41][C:42]2[CH:43]=[C:44](/[CH:45]=[CH:5]/[C:4]3[C:25]([Cl:29])=[CH:26][CH:27]=[CH:28][C:3]=3[Cl:2])[CH:47]=[CH:48][C:49]=2[O:50][CH3:51])[CH2:37][CH2:38][CH2:39][CH2:40]1, predict the reactants needed to synthesize it. The reactants are: [Br-].[Cl:2][C:3]1[CH:28]=[CH:27][CH:26]=[C:25]([Cl:29])[C:4]=1[CH2:5][P+](C1C=CC=CC=1)(C1C=CC=CC=1)C1C=CC=CC=1.CC(C)([O-])C.[K+].[CH:36]1([O:41][C:42]2[CH:43]=[C:44]([CH:47]=[CH:48][C:49]=2[O:50][CH3:51])[CH:45]=O)[CH2:40][CH2:39][CH2:38][CH2:37]1. (7) Given the product [OH:23][CH:24]1[CH2:36][CH2:35][C:34]([OH:38])([CH3:37])[CH:33]([O:44][C:45](=[O:53])[CH2:46][N:47]2[CH2:48][CH2:49][O:50][CH2:51][CH2:52]2)[CH:32]=[CH:31][CH:30]([CH3:54])[CH:29](/[C:55](/[CH3:76])=[CH:56]/[CH:57]=[CH:58]/[CH:59]([CH3:75])[CH2:60][CH:61]2[O:74][CH:62]2[CH:63]([CH3:73])[CH:64]([OH:67])[CH2:65][CH3:66])[O:28][C:26](=[O:27])[CH2:25]1, predict the reactants needed to synthesize it. The reactants are: C1(C)C=CC(S([O-])(=O)=O)=CC=1.[NH+]1C=CC=CC=1.C(OC([O:23][CH:24]1[CH2:36][CH2:35][C:34]([O:38]C(OCC)C)([CH3:37])[CH:33]([O:44][C:45](=[O:53])[CH2:46][N:47]2[CH2:52][CH2:51][O:50][CH2:49][CH2:48]2)[CH:32]=[CH:31][CH:30]([CH3:54])[CH:29](/[C:55](/[CH3:76])=[CH:56]/[CH:57]=[CH:58]/[CH:59]([CH3:75])[CH2:60][CH:61]2[O:74][CH:62]2[CH:63]([CH3:73])[CH:64]([O:67]C(OCC)C)[CH2:65][CH3:66])[O:28][C:26](=[O:27])[CH2:25]1)C)C. (8) Given the product [ClH:37].[ClH:37].[CH3:1][C:2]1[CH:11]=[CH:10][C:9]2[C:4](=[CH:5][CH:6]=[CH:7][C:8]=2[CH:12]2[CH2:17][CH2:16][N:15]([CH2:18][CH2:19][C:20]3[CH:29]=[CH:28][CH:27]=[C:26]4[C:21]=3[CH:22]=[CH:23][C:24]3[N:25]4[N:30]=[N:31][C:32]=3[C:33]([O:35][CH2:38][CH3:39])=[O:34])[CH2:14][CH2:13]2)[N:3]=1, predict the reactants needed to synthesize it. The reactants are: [CH3:1][C:2]1[CH:11]=[CH:10][C:9]2[C:4](=[CH:5][CH:6]=[CH:7][C:8]=2[CH:12]2[CH2:17][CH2:16][N:15]([CH2:18][CH2:19][C:20]3[CH:29]=[CH:28][CH:27]=[C:26]4[C:21]=3[CH:22]=[CH:23][C:24]3[N:25]4[N:30]=[N:31][C:32]=3[C:33]([O-:35])=[O:34])[CH2:14][CH2:13]2)[N:3]=1.[NH4+].[Cl:37][C:38]1C=CC=C[C:39]=1Cl. (9) Given the product [C:1]([O:5][C@@H:6]([C:9]1[C:10]([C:24]2[CH:25]=[CH:26][C:27]([Cl:30])=[CH:28][CH:29]=2)=[C:11]2[C:16](=[CH:17][C:18]=1[CH3:19])[N:15]=[C:14]([CH2:20][NH:21][CH3:22])[CH:13]=[CH:12]2)[CH2:7][OH:8])([CH3:4])([CH3:2])[CH3:3], predict the reactants needed to synthesize it. The reactants are: [C:1]([O:5][C@@H:6]([C:9]1[C:10]([C:24]2[CH:29]=[CH:28][C:27]([Cl:30])=[CH:26][CH:25]=2)=[C:11]2[C:16](=[CH:17][C:18]=1[CH3:19])[N:15]=[C:14]([CH2:20][N:21](C)[CH3:22])[CH:13]=[CH:12]2)[CH2:7][OH:8])([CH3:4])([CH3:3])[CH3:2].C(OC[C@@H](OC(C)(C)C)C1C(C2C=CC(Cl)=CC=2)=C2C(=CC=1C)N=C(CNC)C=C2)(=O)C(C)(C)C.